The task is: Predict which catalyst facilitates the given reaction.. This data is from Catalyst prediction with 721,799 reactions and 888 catalyst types from USPTO. (1) Reactant: [CH:1]1([C:4]2[CH:5]=[CH:6][C:7]([CH2:12][OH:13])=[N:8][C:9]=2[O:10][CH3:11])[CH2:3][CH2:2]1. Product: [CH:1]1([C:4]2[CH:5]=[CH:6][C:7]([CH:12]=[O:13])=[N:8][C:9]=2[O:10][CH3:11])[CH2:3][CH2:2]1. The catalyst class is: 428. (2) Reactant: [C:1]([O:5][C:6]([NH:8][CH:9]([CH3:16])[CH2:10]OS(C)(=O)=O)=[O:7])([CH3:4])([CH3:3])[CH3:2].[NH:17]1[CH2:22][CH2:21][O:20][CH2:19][CH2:18]1.C([O-])([O-])=O.[K+].[K+]. Product: [C:1]([O:5][C:6](=[O:7])[NH:8][CH:9]([CH3:16])[CH2:10][N:17]1[CH2:22][CH2:21][O:20][CH2:19][CH2:18]1)([CH3:4])([CH3:3])[CH3:2]. The catalyst class is: 23. (3) Reactant: CS(C)=O.[H-].[Na+].[I-].[CH3:8][S+](C)C.[Cl:12][C:13]1[CH:18]=[CH:17][C:16]([C:19](=[O:21])[CH3:20])=[CH:15][CH:14]=1. Product: [Cl:12][C:13]1[CH:18]=[CH:17][C:16]([C:19]2([CH3:8])[CH2:20][O:21]2)=[CH:15][CH:14]=1. The catalyst class is: 1. (4) Reactant: [C:1]([NH:4][C:5]1[C:13]([N+:14]([O-:16])=[O:15])=[CH:12][CH:11]=[C:7]([C:8]([OH:10])=O)[C:6]=1[C:17]([OH:19])=[O:18])(=[O:3])[CH3:2].C(Cl)(=O)C. Product: [C:1]([NH:4][C:5]1[C:13]([N+:14]([O-:16])=[O:15])=[CH:12][CH:11]=[C:7]2[C:8]([O:19][C:17](=[O:18])[C:6]=12)=[O:10])(=[O:3])[CH3:2]. The catalyst class is: 152.